This data is from Reaction yield outcomes from USPTO patents with 853,638 reactions. The task is: Predict the reaction yield, written as a fraction of the theoretical maximum amount of product (1.0 means a 100% yield; for example, 0.34 means a 34% yield). (1) The reactants are [F:1][C:2]1[CH:7]=[CH:6][C:5]([C:8]2[O:9][CH:10]=[C:11]([C:13]([CH3:17])([CH3:16])[CH2:14][NH2:15])[N:12]=2)=[CH:4][CH:3]=1.[F:18][CH:19]([F:36])[C:20]([C:22]1[S:26][C:25]([C:27]2[CH:28]=[C:29]([CH:33]=[CH:34][CH:35]=2)[C:30](O)=[O:31])=[CH:24][CH:23]=1)=[O:21]. No catalyst specified. The product is [F:36][CH:19]([F:18])[C:20]([C:22]1[S:26][C:25]([C:27]2[CH:28]=[C:29]([CH:33]=[CH:34][CH:35]=2)[C:30]([NH:15][CH2:14][C:13]([C:11]2[N:12]=[C:8]([C:5]3[CH:4]=[CH:3][C:2]([F:1])=[CH:7][CH:6]=3)[O:9][CH:10]=2)([CH3:17])[CH3:16])=[O:31])=[CH:24][CH:23]=1)=[O:21]. The yield is 0.340. (2) The reactants are C(OC1C=CN([CH2:15][C:16]([C:18]2[CH:23]=[CH:22][C:21]([CH2:24][OH:25])=[CH:20][C:19]=2[CH3:26])=[O:17])C(=O)C=1)C1C=CC=CC=1.[F:28][C:29]1[CH:30]=[CH:31][C:32]([CH2:35][O:36][C:37]2[CH:42]=[CH:41][NH:40][C:39](=[O:43])[CH:38]=2)=[N:33][CH:34]=1. No catalyst specified. The product is [F:28][C:29]1[CH:30]=[CH:31][C:32]([CH2:35][O:36][C:37]2[CH:42]=[CH:41][N:40]([CH2:15][C:16]([C:18]3[CH:23]=[CH:22][C:21]([CH2:24][OH:25])=[CH:20][C:19]=3[CH3:26])=[O:17])[C:39](=[O:43])[CH:38]=2)=[N:33][CH:34]=1. The yield is 0.900.